This data is from Reaction yield outcomes from USPTO patents with 853,638 reactions. The task is: Predict the reaction yield, written as a fraction of the theoretical maximum amount of product (1.0 means a 100% yield; for example, 0.34 means a 34% yield). (1) The reactants are [CH2:1]([N:3]1[C:7]([CH3:8])=[C:6]([CH2:9][N:10]2[CH2:15][CH2:14][N:13]([C:16]3[C:17]([N:22]4[CH2:27][CH2:26][CH:25]([OH:28])[CH2:24][CH2:23]4)=[N:18][CH:19]=[CH:20][CH:21]=3)[CH2:12][CH2:11]2)[CH:5]=[N:4]1)[CH3:2].[ClH:29]. The catalyst is C(O)C.C(OC)(C)(C)C. The product is [ClH:29].[ClH:29].[CH2:1]([N:3]1[C:7]([CH3:8])=[C:6]([CH2:9][N:10]2[CH2:11][CH2:12][N:13]([C:16]3[C:17]([N:22]4[CH2:27][CH2:26][CH:25]([OH:28])[CH2:24][CH2:23]4)=[N:18][CH:19]=[CH:20][CH:21]=3)[CH2:14][CH2:15]2)[CH:5]=[N:4]1)[CH3:2]. The yield is 0.843. (2) The reactants are [Cl:1][C:2]1[CH:7]=[CH:6][C:5]([C:8]2[CH:13]=[CH:12][CH:11]=[C:10]([F:14])[CH:9]=2)=[CH:4][C:3]=1[CH2:15][NH:16][C:17]1[C:18]([F:25])=[C:19]([OH:24])[CH:20]=[CH:21][C:22]=1[F:23].C([O-])([O-])=O.[Cs+].[Cs+].[CH2:32]([O:34][C:35](=[O:38])[CH2:36]Br)[CH3:33].O. The catalyst is CN(C=O)C. The product is [Cl:1][C:2]1[CH:7]=[CH:6][C:5]([C:8]2[CH:13]=[CH:12][CH:11]=[C:10]([F:14])[CH:9]=2)=[CH:4][C:3]=1[CH2:15][NH:16][C:17]1[C:18]([F:25])=[C:19]([CH:20]=[CH:21][C:22]=1[F:23])[O:24][CH2:36][C:35]([O:34][CH2:32][CH3:33])=[O:38]. The yield is 0.760. (3) The reactants are [CH3:1][O:2][C:3]1[C:8]([NH2:9])=[CH:7][C:6]([C:10]2[O:18][C:17]3[C:16]([C:19]4[CH:24]=[C:23]([CH3:25])[C:22]([O:26][CH3:27])=[C:21]([CH3:28])[CH:20]=4)=[CH:15][N:14]=[CH:13][C:12]=3[CH:11]=2)=[CH:5][N:4]=1.C(N(C(C)C)CC)(C)C.[F:38][C:39]1[CH:44]=[C:43]([F:45])[CH:42]=[CH:41][C:40]=1[S:46](Cl)(=[O:48])=[O:47].O. The catalyst is ClCCl. The product is [F:38][C:39]1[CH:44]=[C:43]([F:45])[CH:42]=[CH:41][C:40]=1[S:46]([NH:9][C:8]1[C:3]([O:2][CH3:1])=[N:4][CH:5]=[C:6]([C:10]2[O:18][C:17]3[C:16]([C:19]4[CH:24]=[C:23]([CH3:25])[C:22]([O:26][CH3:27])=[C:21]([CH3:28])[CH:20]=4)=[CH:15][N:14]=[CH:13][C:12]=3[CH:11]=2)[CH:7]=1)(=[O:48])=[O:47]. The yield is 0.750. (4) The product is [CH3:1][N:2]1[C:6]2[C:7]([CH3:14])=[C:8]([C:11]([O:13][C:17]3[N:21]([CH:22]([CH3:24])[CH3:23])[N:20]=[CH:19][CH:18]=3)=[O:12])[CH:9]=[CH:10][C:5]=2[S:4][C:3]1=[O:15]. No catalyst specified. The yield is 0.400. The reactants are [CH3:1][N:2]1[C:6]2[C:7]([CH3:14])=[C:8]([C:11]([OH:13])=[O:12])[CH:9]=[CH:10][C:5]=2[S:4][C:3]1=[O:15].O[C:17]1[N:21]([CH:22]([CH3:24])[CH3:23])[N:20]=[CH:19][CH:18]=1.C(N=C=NCCCN(C)C)C. (5) The reactants are [CH2:1]([S:8][C:9]1[N:14]=[C:13]([O:15]C)[C:12]([O:17]C)=[CH:11][CH:10]=1)[C:2]1[CH:7]=[CH:6][CH:5]=[CH:4][CH:3]=1.B(Br)(Br)Br.O. The catalyst is ClCCl. The product is [CH2:1]([S:8][C:9]1[NH:14][C:13](=[O:15])[C:12]([OH:17])=[CH:11][CH:10]=1)[C:2]1[CH:3]=[CH:4][CH:5]=[CH:6][CH:7]=1. The yield is 0.200. (6) The reactants are [CH3:1][S:2]([NH:5][C:6]1[CH:20]=[CH:19][C:9]2[N:10]([CH2:14][C:15]([O:17][CH3:18])=[O:16])[C:11](=[O:13])[O:12][C:8]=2[CH:7]=1)(=[O:4])=[O:3].Cl.Cl[CH2:23][CH2:24][N:25]1[CH2:30][CH2:29][O:28][CH2:27][CH2:26]1.C([O-])([O-])=O.[K+].[K+]. The catalyst is CC#N. The product is [O:28]1[CH2:29][CH2:30][N:25]([CH2:24][CH2:23][N:5]([C:6]2[CH:20]=[CH:19][C:9]3[N:10]([CH2:14][C:15]([O:17][CH3:18])=[O:16])[C:11](=[O:13])[O:12][C:8]=3[CH:7]=2)[S:2]([CH3:1])(=[O:3])=[O:4])[CH2:26][CH2:27]1. The yield is 0.820. (7) The reactants are Br[C:2]1[C:3](=[O:14])[N:4]([CH:9]([CH2:12][CH3:13])[CH2:10][CH3:11])[CH:5]=[C:6]([Br:8])[N:7]=1.[CH3:15][S-:16].[Na+]. The catalyst is C1COCC1.O.C(OCC)(=O)C. The product is [Br:8][C:6]1[N:7]=[C:2]([S:16][CH3:15])[C:3](=[O:14])[N:4]([CH:9]([CH2:12][CH3:13])[CH2:10][CH3:11])[CH:5]=1. The yield is 0.820. (8) The reactants are [Cl:1][C:2]1[CH:3]=[C:4]([NH:9][NH:10][C:11](=[O:13])[CH3:12])[CH:5]=[CH:6][C:7]=1[Cl:8].[C:14](OCC)(=O)[CH2:15]C(C)=O.P(Cl)(Cl)Cl. No catalyst specified. The product is [Cl:1][C:2]1[CH:3]=[C:4]([N:9]2[CH:14]([CH3:15])[CH2:12][C:11]([OH:13])=[N:10]2)[CH:5]=[CH:6][C:7]=1[Cl:8]. The yield is 0.410.